This data is from Reaction yield outcomes from USPTO patents with 853,638 reactions. The task is: Predict the reaction yield, written as a fraction of the theoretical maximum amount of product (1.0 means a 100% yield; for example, 0.34 means a 34% yield). (1) The reactants are [CH3:1][N:2]([C:4](=[O:13])[CH2:5][C:6]1[CH:11]=[CH:10][C:9]([F:12])=[CH:8][CH:7]=1)[NH2:3].[C:14]([O:18][C:19]([N:21]1[CH2:26][CH2:25][C:24](=O)[CH2:23][CH2:22]1)=[O:20])([CH3:17])([CH3:16])[CH3:15].[BH3-]C#N.[Na+].Cl.C(=O)(O)[O-].[Na+]. The catalyst is C(O)C. The product is [C:14]([O:18][C:19]([N:21]1[CH2:26][CH2:25][CH:24]([NH:3][N:2]([C:4](=[O:13])[CH2:5][C:6]2[CH:11]=[CH:10][C:9]([F:12])=[CH:8][CH:7]=2)[CH3:1])[CH2:23][CH2:22]1)=[O:20])([CH3:17])([CH3:15])[CH3:16]. The yield is 0.930. (2) The reactants are Cl[C:2]1[CH:11]=[CH:10][C:9]2[C:4](=[CH:5][CH:6]=[CH:7][C:8]=2[Cl:12])[N:3]=1.[CH3:13][C:14]1([CH3:36])[C:26]2[CH:25]=[C:24](B3OC(C)(C)C(C)(C)O3)[CH:23]=[CH:22][C:21]=2[C:20]2[C:15]1=[CH:16][CH:17]=[CH:18][CH:19]=2.C(=O)([O-])[O-].[K+].[K+]. The catalyst is O1CCCC1.O.C1(P([Pd](P(C2C=CC=CC=2)(C2C=CC=CC=2)C2C=CC=CC=2)(P(C2C=CC=CC=2)(C2C=CC=CC=2)C2C=CC=CC=2)P(C2C=CC=CC=2)(C2C=CC=CC=2)C2C=CC=CC=2)(C2C=CC=CC=2)C2C=CC=CC=2)C=CC=CC=1. The product is [Cl:12][C:8]1[CH:7]=[CH:6][CH:5]=[C:4]2[C:9]=1[CH:10]=[CH:11][C:2]([C:24]1[CH:23]=[CH:22][C:21]3[C:20]4[C:15](=[CH:16][CH:17]=[CH:18][CH:19]=4)[C:14]([CH3:36])([CH3:13])[C:26]=3[CH:25]=1)=[N:3]2. The yield is 0.390. (3) The reactants are Cl[C:2]1[CH:3]=[C:4]([C:9]2[N:13]([C:14]3[CH:19]=[CH:18][C:17]([O:20][CH3:21])=[CH:16][CH:15]=3)[N:12]=[C:11]([CH2:22][CH:23]([C:27]3[CH:28]=[C:29]([CH3:33])[CH:30]=[CH:31][CH:32]=3)[C:24](O)=[O:25])[CH:10]=2)[CH:5]=[CH:6][C:7]=1Cl.[CH2:34](Cl)CCl.C1C=CC2N(O)N=NC=2C=1.Cl.[NH2:49][C@@H:50]1[CH2:55][CH2:54][CH2:53][CH2:52][C@H:51]1[OH:56].CCN(C(C)C)C(C)C. The catalyst is CN(C=O)C.CCOC(C)=O. The product is [OH:56][CH:51]1[CH2:52][CH2:53][CH2:54][CH2:55][CH:50]1[NH:49][C:24](=[O:25])[CH:23]([C:27]1[CH:28]=[C:29]([CH3:33])[CH:30]=[CH:31][CH:32]=1)[CH2:22][C:11]1[CH:10]=[C:9]([C:4]2[CH:3]=[CH:2][C:7]([CH3:34])=[CH:6][CH:5]=2)[N:13]([C:14]2[CH:15]=[CH:16][C:17]([O:20][CH3:21])=[CH:18][CH:19]=2)[N:12]=1. The yield is 0.330. (4) The reactants are Cl.CO.[Si]([O:11][CH:12]([CH3:43])[CH2:13][CH:14]([N:23]1[CH:28]=[CH:27][C:26]([C:29]2[CH:34]=[CH:33][N:32]=[C:31]([NH:35][CH:36]3[CH2:41][CH2:40][O:39][CH2:38][CH2:37]3)[N:30]=2)=[CH:25][C:24]1=[O:42])[C:15]1[CH:20]=[CH:19][C:18]([Cl:21])=[C:17]([F:22])[CH:16]=1)(C(C)(C)C)(C)C.C([O-])(O)=O.[Na+]. The catalyst is CO. The product is [Cl:21][C:18]1[CH:19]=[CH:20][C:15]([CH:14]([N:23]2[CH:28]=[CH:27][C:26]([C:29]3[CH:34]=[CH:33][N:32]=[C:31]([NH:35][CH:36]4[CH2:41][CH2:40][O:39][CH2:38][CH2:37]4)[N:30]=3)=[CH:25][C:24]2=[O:42])[CH2:13][CH:12]([OH:11])[CH3:43])=[CH:16][C:17]=1[F:22]. The yield is 0.500.